This data is from Forward reaction prediction with 1.9M reactions from USPTO patents (1976-2016). The task is: Predict the product of the given reaction. (1) Given the reactants [F:1][C:2]1[CH:29]=[CH:28][C:5]([CH2:6][NH:7][C:8]([C:10]2[N:11]=[C:12]([N:20]3[CH2:25][CH2:24][CH2:23][CH2:22][S:21]3(=[O:27])=[O:26])[N:13]([CH3:19])[C:14](=[O:18])[C:15]=2[O:16]C)=[O:9])=[CH:4][CH:3]=1.[I-].[Li+], predict the reaction product. The product is: [F:1][C:2]1[CH:29]=[CH:28][C:5]([CH2:6][NH:7][C:8]([C:10]2[N:11]=[C:12]([N:20]3[CH2:25][CH2:24][CH2:23][CH2:22][S:21]3(=[O:27])=[O:26])[N:13]([CH3:19])[C:14](=[O:18])[C:15]=2[OH:16])=[O:9])=[CH:4][CH:3]=1. (2) Given the reactants [C:1]12([C:11]3[CH:30]=[CH:29][C:14]([O:15][CH2:16][C:17]4[O:18][C:19]5[CH:25]=[CH:24][C:23]([C:26]([OH:28])=O)=CC=5N=4)=[CH:13][CH:12]=3)[CH2:10][CH:5]3[CH2:6][CH:7]([CH2:9][CH:3]([CH2:4]3)[CH2:2]1)[CH2:8]2.C([NH2:37])C1OC=CC=1.[CH2:38](Cl)[CH2:39]Cl.C1C=CC2N(O)N=NC=2C=1.C[CH2:53][N:54]([CH:58](C)C)C(C)C, predict the reaction product. The product is: [CH3:53][N:54]([CH3:58])[C:26]([C:23]1[CH:24]=[CH:25][C:19]2[O:18][C:17]([CH2:16][O:15][C:14]3[CH:29]=[CH:30][C:11]([C:1]45[CH2:8][CH:7]6[CH2:9][CH:3]([CH2:4][CH:5]([CH2:6]6)[CH2:10]4)[CH2:2]5)=[CH:12][CH:13]=3)=[N:37][C:38]=2[CH:39]=1)=[O:28]. (3) Given the reactants [CH2:1]([N:5]1[C:13]2[C:12](=[O:14])[N:11]([CH3:15])[C:10](Cl)=[N:9][C:8]=2[N:7]=[C:6]1[N:17]1[CH2:22][CH2:21][N:20]([C:23]([O:25][C:26]([CH3:29])([CH3:28])[CH3:27])=[O:24])[CH2:19][CH2:18]1)[C:2]#[C:3][CH3:4].[Na].O.[CH3:32][N:33]1CCCC1=O, predict the reaction product. The product is: [CH2:1]([N:5]1[C:13]2[C:12](=[O:14])[N:11]([CH3:15])[C:10]([C:32]#[N:33])=[N:9][C:8]=2[N:7]=[C:6]1[N:17]1[CH2:22][CH2:21][N:20]([C:23]([O:25][C:26]([CH3:29])([CH3:28])[CH3:27])=[O:24])[CH2:19][CH2:18]1)[C:2]#[C:3][CH3:4].